This data is from Full USPTO retrosynthesis dataset with 1.9M reactions from patents (1976-2016). The task is: Predict the reactants needed to synthesize the given product. Given the product [CH:27]1([C:25]2[NH:24][N:23]=[C:22]([N:21]3[C:3]4[C:4]([F:20])=[C:5]([NH:9][C@H:10]([C:13]5[CH:18]=[CH:17][C:16]([F:19])=[CH:15][CH:14]=5)[CH2:11][OH:12])[C:6]([F:8])=[CH:7][C:2]=4[N:1]=[CH:30]3)[CH:26]=2)[CH2:29][CH2:28]1, predict the reactants needed to synthesize it. The reactants are: [NH2:1][C:2]1[CH:7]=[C:6]([F:8])[C:5]([NH:9][C@H:10]([C:13]2[CH:18]=[CH:17][C:16]([F:19])=[CH:15][CH:14]=2)[CH2:11][OH:12])=[C:4]([F:20])[C:3]=1[NH:21][C:22]1[CH:26]=[C:25]([CH:27]2[CH2:29][CH2:28]2)[NH:24][N:23]=1.[C:30](O)(=O)C.C(N)=N.C(=O)(O)[O-].[Na+].CCOC(C)=O.